Dataset: Peptide-MHC class II binding affinity with 134,281 pairs from IEDB. Task: Regression. Given a peptide amino acid sequence and an MHC pseudo amino acid sequence, predict their binding affinity value. This is MHC class II binding data. (1) The peptide sequence is ALTGATEIQNSGGTS. The MHC is DRB1_0701 with pseudo-sequence DRB1_0701. The binding affinity (normalized) is 0.593. (2) The peptide sequence is KLVLDIKYTRPGDSL. The MHC is HLA-DQA10301-DQB10302 with pseudo-sequence HLA-DQA10301-DQB10302. The binding affinity (normalized) is 0.235.